This data is from Forward reaction prediction with 1.9M reactions from USPTO patents (1976-2016). The task is: Predict the product of the given reaction. (1) Given the reactants N1C=CC=CC=1.[NH2:7][C@@H:8]1[CH2:12][CH2:11][N:10]([CH2:13][C:14]2[CH:23]=[C:22]3[C:17]([C:18](=[O:37])[N:19]([CH2:24][C:25]4[CH:30]=[C:29]([Cl:31])[CH:28]=[CH:27][C:26]=4[S:32]([CH2:35][CH3:36])(=[O:34])=[O:33])[CH:20]=[N:21]3)=[CH:16][C:15]=2[O:38][C:39]([F:42])([F:41])[F:40])[CH2:9]1.[C:43](Cl)(=[O:45])[CH3:44].[Cl-].[NH4+], predict the reaction product. The product is: [Cl:31][C:29]1[CH:28]=[CH:27][C:26]([S:32]([CH2:35][CH3:36])(=[O:33])=[O:34])=[C:25]([CH2:24][N:19]2[C:18](=[O:37])[C:17]3[C:22](=[CH:23][C:14]([CH2:13][N:10]4[CH2:11][CH2:12][C@@H:8]([NH:7][C:43](=[O:45])[CH3:44])[CH2:9]4)=[C:15]([O:38][C:39]([F:40])([F:41])[F:42])[CH:16]=3)[N:21]=[CH:20]2)[CH:30]=1. (2) Given the reactants [C:1]1([C:7]2[S:8][C:9]3[CH2:10][NH:11][CH2:12][CH2:13][C:14]=3[N:15]=2)[CH:6]=[CH:5][CH:4]=[CH:3][CH:2]=1.C([O:20][C:21](=[O:31])[CH:22]([CH2:26][S:27](Cl)(=[O:29])=[O:28])[CH:23]([CH3:25])[CH3:24])(C)(C)C.C(N(CC)CC)C.C(O)(C(F)(F)F)=O, predict the reaction product. The product is: [CH3:24][CH:23]([CH3:25])[CH:22]([CH2:26][S:27]([N:11]1[CH2:12][CH2:13][C:14]2[N:15]=[C:7]([C:1]3[CH:2]=[CH:3][CH:4]=[CH:5][CH:6]=3)[S:8][C:9]=2[CH2:10]1)(=[O:29])=[O:28])[C:21]([OH:31])=[O:20]. (3) Given the reactants F[C:2]1[CH:7]=[CH:6][N:5]=[C:4]([C:8]2[CH:13]=[C:12]([N:14]3[CH2:19][CH2:18][CH2:17][CH2:16][CH2:15]3)[CH:11]=[CH:10][C:9]=2[N+:20]([O-:22])=[O:21])[CH:3]=1.[F:23][C:24]([F:34])([F:33])[C:25]1[CH:26]=[C:27]([CH:30]=[CH:31][CH:32]=1)[CH2:28][NH2:29].C(=O)([O-])[O-].[K+].[K+], predict the reaction product. The product is: [N+:20]([C:9]1[CH:10]=[CH:11][C:12]([N:14]2[CH2:19][CH2:18][CH2:17][CH2:16][CH2:15]2)=[CH:13][C:8]=1[C:4]1[CH:3]=[C:2]([NH:29][CH2:28][C:27]2[CH:30]=[CH:31][CH:32]=[C:25]([C:24]([F:23])([F:33])[F:34])[CH:26]=2)[CH:7]=[CH:6][N:5]=1)([O-:22])=[O:21]. (4) Given the reactants [I:1][C:2]1[CH:10]=[CH:9][C:5]([C:6]([OH:8])=O)=[CH:4][CH:3]=1.C(Cl)(=O)C(Cl)=O.CCN(C(C)C)C(C)C.[CH3:26][N:27]1[CH2:32][CH2:31][NH:30][CH2:29][CH2:28]1, predict the reaction product. The product is: [I:1][C:2]1[CH:3]=[CH:4][C:5]([C:6]([N:30]2[CH2:31][CH2:32][N:27]([CH3:26])[CH2:28][CH2:29]2)=[O:8])=[CH:9][CH:10]=1. (5) Given the reactants Br[C:2]1[CH:7]=[CH:6][C:5]([F:8])=[CH:4][N:3]=1.[O:9]=[C:10]1[CH2:15][CH2:14][C:13]([C:18]2[CH:23]=[CH:22][CH:21]=[CH:20][CH:19]=2)([C:16]#[N:17])[CH2:12][CH2:11]1, predict the reaction product. The product is: [F:8][C:5]1[CH:6]=[CH:7][C:2]([C:10]2([OH:9])[CH2:15][CH2:14][C:13]([C:18]3[CH:19]=[CH:20][CH:21]=[CH:22][CH:23]=3)([C:16]#[N:17])[CH2:12][CH2:11]2)=[N:3][CH:4]=1. (6) Given the reactants [F:1][C:2]1[CH:7]=[CH:6][C:5]([C:8](=[N:20]O)[CH2:9][C:10]2[CH:15]=[CH:14][C:13]([C:16]([F:19])([F:18])[F:17])=[CH:12][N:11]=2)=[CH:4][CH:3]=1.FC1C=[CH:27][C:26]([C:29](=[O:41])CC2C=CC(C(F)(F)F)=CN=2)=[CH:25]C=1.[OH-].[Na+].Cl.NO.C, predict the reaction product. The product is: [F:1][C:2]1[CH:7]=[CH:6][C:5]([C:8]2[C:9]([C:29](=[O:41])[CH:26]([CH3:27])[CH3:25])=[C:10]3[CH:15]=[CH:14][C:13]([C:16]([F:19])([F:18])[F:17])=[CH:12][N:11]3[N:20]=2)=[CH:4][CH:3]=1.